Regression. Given two drug SMILES strings and cell line genomic features, predict the synergy score measuring deviation from expected non-interaction effect. From a dataset of NCI-60 drug combinations with 297,098 pairs across 59 cell lines. (1) Drug 1: C1=C(C(=O)NC(=O)N1)F. Drug 2: CC(C)CN1C=NC2=C1C3=CC=CC=C3N=C2N. Cell line: OVCAR-8. Synergy scores: CSS=32.5, Synergy_ZIP=0.0876, Synergy_Bliss=-1.94, Synergy_Loewe=-3.00, Synergy_HSA=-2.55. (2) Drug 1: C1=CC(=CC=C1CCCC(=O)O)N(CCCl)CCCl. Drug 2: C1=NC2=C(N=C(N=C2N1C3C(C(C(O3)CO)O)F)Cl)N. Cell line: SN12C. Synergy scores: CSS=50.4, Synergy_ZIP=-5.27, Synergy_Bliss=-3.08, Synergy_Loewe=-8.08, Synergy_HSA=0.929. (3) Drug 1: CC1=C2C(C(=O)C3(C(CC4C(C3C(C(C2(C)C)(CC1OC(=O)C(C(C5=CC=CC=C5)NC(=O)C6=CC=CC=C6)O)O)OC(=O)C7=CC=CC=C7)(CO4)OC(=O)C)O)C)OC(=O)C. Drug 2: COC1=C2C(=CC3=C1OC=C3)C=CC(=O)O2. Cell line: LOX IMVI. Synergy scores: CSS=28.8, Synergy_ZIP=-0.622, Synergy_Bliss=-7.64, Synergy_Loewe=-33.5, Synergy_HSA=-10.1. (4) Drug 1: CNC(=O)C1=CC=CC=C1SC2=CC3=C(C=C2)C(=NN3)C=CC4=CC=CC=N4. Drug 2: C1CCC(C(C1)N)N.C(=O)(C(=O)[O-])[O-].[Pt+4]. Cell line: NCIH23. Synergy scores: CSS=10.3, Synergy_ZIP=-3.82, Synergy_Bliss=-2.30, Synergy_Loewe=-7.08, Synergy_HSA=-3.00. (5) Drug 1: CN(C)N=NC1=C(NC=N1)C(=O)N. Drug 2: C1=C(C(=O)NC(=O)N1)N(CCCl)CCCl. Cell line: DU-145. Synergy scores: CSS=27.4, Synergy_ZIP=-3.17, Synergy_Bliss=0.677, Synergy_Loewe=-8.15, Synergy_HSA=-1.24. (6) Drug 1: CC(CN1CC(=O)NC(=O)C1)N2CC(=O)NC(=O)C2. Drug 2: C(CC(=O)O)C(=O)CN.Cl. Cell line: A549. Synergy scores: CSS=29.0, Synergy_ZIP=-6.23, Synergy_Bliss=-5.33, Synergy_Loewe=-9.94, Synergy_HSA=-2.06. (7) Cell line: MALME-3M. Synergy scores: CSS=55.8, Synergy_ZIP=-2.70, Synergy_Bliss=-5.00, Synergy_Loewe=-8.66, Synergy_HSA=-3.82. Drug 1: CC(C)CN1C=NC2=C1C3=CC=CC=C3N=C2N. Drug 2: B(C(CC(C)C)NC(=O)C(CC1=CC=CC=C1)NC(=O)C2=NC=CN=C2)(O)O. (8) Drug 1: C1CNP(=O)(OC1)N(CCCl)CCCl. Drug 2: CC1C(C(CC(O1)OC2CC(CC3=C2C(=C4C(=C3O)C(=O)C5=CC=CC=C5C4=O)O)(C(=O)C)O)N)O. Cell line: NCI-H460. Synergy scores: CSS=37.9, Synergy_ZIP=1.76, Synergy_Bliss=-0.489, Synergy_Loewe=-30.5, Synergy_HSA=0.0857. (9) Drug 1: CCCS(=O)(=O)NC1=C(C(=C(C=C1)F)C(=O)C2=CNC3=C2C=C(C=N3)C4=CC=C(C=C4)Cl)F. Drug 2: CCCS(=O)(=O)NC1=C(C(=C(C=C1)F)C(=O)C2=CNC3=C2C=C(C=N3)C4=CC=C(C=C4)Cl)F. Cell line: A549. Synergy scores: CSS=11.5, Synergy_ZIP=-1.71, Synergy_Bliss=2.82, Synergy_Loewe=-0.244, Synergy_HSA=1.00.